This data is from Full USPTO retrosynthesis dataset with 1.9M reactions from patents (1976-2016). The task is: Predict the reactants needed to synthesize the given product. Given the product [Cl:20][C:15]1[CH:14]=[C:13]([CH:18]=[CH:17][C:16]=1[Cl:19])[CH2:12][N:9]1[CH2:10][CH2:11][C:6]([S:21]([C:24]2[CH:29]=[CH:28][C:27]([O:30][CH2:31][CH2:32][CH2:33][CH3:34])=[CH:26][CH:25]=2)(=[O:23])=[O:22])([C:4]([OH:5])=[O:3])[CH2:7][CH2:8]1, predict the reactants needed to synthesize it. The reactants are: C([O:3][C:4]([C:6]1([S:21]([C:24]2[CH:29]=[CH:28][C:27]([O:30][CH2:31][CH2:32][CH2:33][CH3:34])=[CH:26][CH:25]=2)(=[O:23])=[O:22])[CH2:11][CH2:10][N:9]([CH2:12][C:13]2[CH:18]=[CH:17][C:16]([Cl:19])=[C:15]([Cl:20])[CH:14]=2)[CH2:8][CH2:7]1)=[O:5])C.CO.[OH-].[Na+].